Dataset: Retrosynthesis with 50K atom-mapped reactions and 10 reaction types from USPTO. Task: Predict the reactants needed to synthesize the given product. (1) Given the product C=CC(=O)Nc1cccc(C(=O)c2nnc(Nc3ccc(N4CCN(C)CC4)cc3OC)s2)c1, predict the reactants needed to synthesize it. The reactants are: C=CC(=O)Cl.COc1cc(N2CCN(C)CC2)ccc1Nc1nnc(C(=O)c2cccc(N)c2)s1. (2) Given the product COc1cc(COc2cc(C=O)n(-c3ccccc3)n2)ccc1OCc1nc(-c2ccco2)oc1C, predict the reactants needed to synthesize it. The reactants are: COc1cc(COc2cc(CO)n(-c3ccccc3)n2)ccc1OCc1nc(-c2ccco2)oc1C. (3) Given the product CC(C)(C)OC(=O)C1CC(C)(C)C(O)N1C(=O)OC(C)(C)C, predict the reactants needed to synthesize it. The reactants are: CC(C)(C)OC(=O)C1CC(C)(C)C(=O)N1C(=O)OC(C)(C)C. (4) Given the product Cc1ccc(S(=O)(=O)Nc2ccc(I)cn2)cc1, predict the reactants needed to synthesize it. The reactants are: Cc1ccc(S(=O)(=O)Cl)cc1.Nc1ccc(I)cn1. (5) Given the product C=C(CP(=O)(OCC)OCC)c1ccccc1, predict the reactants needed to synthesize it. The reactants are: C=C(CBr)c1ccccc1.CCOP(OCC)OCC. (6) Given the product CN(CC(=O)N(Cc1ccc(C2CCCCC2)cc1)c1ccc(C(=O)OCc2ccccc2)c(OCc2ccccc2)c1)S(=O)(=O)c1ccc([N+](=O)[O-])cc1, predict the reactants needed to synthesize it. The reactants are: CNCC(=O)N(Cc1ccc(C2CCCCC2)cc1)c1ccc(C(=O)OCc2ccccc2)c(OCc2ccccc2)c1.O=[N+]([O-])c1ccc(S(=O)(=O)Cl)cc1. (7) Given the product O=C(O)c1c(N2CCOCC2)nc2ccc(Cl)cc2c1-c1ccccc1, predict the reactants needed to synthesize it. The reactants are: CCOC(=O)c1c(N2CCOCC2)nc2ccc(Cl)cc2c1-c1ccccc1.